This data is from Full USPTO retrosynthesis dataset with 1.9M reactions from patents (1976-2016). The task is: Predict the reactants needed to synthesize the given product. (1) Given the product [CH:1]1[C:10]2[C:5](=[CH:6][CH:7]=[CH:8][CH:9]=2)[CH:4]=[CH:3][C:2]=1[S:11]([CH:14]1[CH2:19][CH2:18][N:17]([C:21]2[CH:26]=[CH:25][C:24]([C:27]([F:30])([F:29])[F:28])=[CH:23][N:22]=2)[CH2:16][CH2:15]1)(=[O:12])=[O:13], predict the reactants needed to synthesize it. The reactants are: [CH:1]1[C:10]2[C:5](=[CH:6][CH:7]=[CH:8][CH:9]=2)[CH:4]=[CH:3][C:2]=1[S:11]([CH:14]1[CH2:19][CH2:18][NH:17][CH2:16][CH2:15]1)(=[O:13])=[O:12].Cl[C:21]1[CH:26]=[CH:25][C:24]([C:27]([F:30])([F:29])[F:28])=[CH:23][N:22]=1. (2) Given the product [Cl:20][C:11]1[N:12]=[C:13]([N:14]2[CH2:19][CH2:18][O:17][CH2:16][CH2:15]2)[C:8]2[O:7][C@H:5]([CH3:6])[CH2:4][O:3][C:9]=2[N:10]=1, predict the reactants needed to synthesize it. The reactants are: C([O:3][C:4](=O)[C@H:5]([O:7][C:8]1[C:9](Cl)=[N:10][C:11]([Cl:20])=[N:12][C:13]=1[N:14]1[CH2:19][CH2:18][O:17][CH2:16][CH2:15]1)[CH3:6])C.CC(C[AlH]CC(C)C)C.[H-].[Na+]. (3) Given the product [I:1][C:2]1[C:19]([O:20][CH2:21][C:22]2[CH:27]=[CH:26][CH:25]=[CH:24][CH:23]=2)=[CH:18][C:5]2[CH2:6][CH2:7][NH:8][CH2:9][CH2:10][C:4]=2[CH:3]=1, predict the reactants needed to synthesize it. The reactants are: [I:1][C:2]1[C:19]([O:20][CH2:21][C:22]2[CH:27]=[CH:26][CH:25]=[CH:24][CH:23]=2)=[CH:18][C:5]2[CH2:6][CH2:7][N:8](C(OC(C)(C)C)=O)[CH2:9][CH2:10][C:4]=2[CH:3]=1.C(OC1C=CC2CCNCCC=2C=1)C1C=CC=CC=1. (4) Given the product [CH:13]([O:12][C:10]1[CH:9]=[C:4]([CH:3]=[C:2]([O:1][C@@H:42]([CH3:43])[CH2:41][C:35]2[CH:40]=[CH:39][CH:38]=[CH:37][CH:36]=2)[CH:11]=1)[C:5]([O:7][CH3:8])=[O:6])([CH3:15])[CH3:14], predict the reactants needed to synthesize it. The reactants are: [OH:1][C:2]1[CH:3]=[C:4]([CH:9]=[C:10]([O:12][CH:13]([CH3:15])[CH3:14])[CH:11]=1)[C:5]([O:7][CH3:8])=[O:6].C1(P(C2C=CC=CC=2)C2C=CC=CC=2)C=CC=CC=1.[C:35]1([CH2:41][C@H:42](O)[CH3:43])[CH:40]=[CH:39][CH:38]=[CH:37][CH:36]=1.CC(OC(/N=N/C(OC(C)C)=O)=O)C.C1(O)C=CC=CC=1.